Dataset: Reaction yield outcomes from USPTO patents with 853,638 reactions. Task: Predict the reaction yield, written as a fraction of the theoretical maximum amount of product (1.0 means a 100% yield; for example, 0.34 means a 34% yield). (1) The catalyst is [N+](CC)(CC)(CC)CC.[Cl-].CN(C=O)C.CCOC(C)=O.C([O-])(=O)C.[Pd+2].C([O-])(=O)C. The product is [Br:32][C:23]1[N:22]=[C:21]2[C:30](=[CH2:31])[CH2:29][CH2:28][O:27][C:26]2=[CH:25][CH:24]=1. The yield is 0.498. The reactants are C1(P(C2C=CC=CC=2)C2C=CC=CC=2)C=CC=CC=1.Br[C:21]1[C:26]([O:27][CH2:28][CH2:29][CH:30]=[CH2:31])=[CH:25][CH:24]=[C:23]([Br:32])[N:22]=1. (2) The reactants are [CH3:1][C:2]1[CH:3]=[CH:4][N:5]2[C:10]=1[C:9]([S:11][CH3:12])=[N:8][CH:7]=[N:6]2.C1C(=O)N(Br)C(=O)C1.CC(N=NC(C#N)(C)C)(C#N)C.[OH:33][CH:34]1[CH2:39][CH2:38][NH:37][CH2:36][CH2:35]1.CCN(C(C)C)C(C)C. The catalyst is C(Cl)(Cl)(Cl)Cl. The product is [CH3:12][S:11][C:9]1[C:10]2=[C:2]([CH2:1][N:37]3[CH2:38][CH2:39][CH:34]([OH:33])[CH2:35][CH2:36]3)[CH:3]=[CH:4][N:5]2[N:6]=[CH:7][N:8]=1. The yield is 0.740. (3) The reactants are Br[C:2]1[CH:7]=[CH:6][CH:5]=[CH:4][C:3]=1[NH:8][CH:9]1[CH2:14][CH2:13][N:12]([C:15](=[O:17])[CH3:16])[CH2:11][CH2:10]1.[CH2:18]=[CH:19][C:20]1[CH:25]=[CH:24][CH:23]=[CH:22][CH:21]=1.C1(C)C=CC=CC=1P(C1C=CC=CC=1C)C1C=CC=CC=1C. The catalyst is C(N(CC)CC)C.C(OCC)C.CC([O-])=O.CC([O-])=O.[Pd+2]. The product is [CH2:18]([C:2]1[CH:7]=[CH:6][CH:5]=[CH:4][C:3]=1[NH:8][CH:9]1[CH2:14][CH2:13][N:12]([C:15](=[O:17])[CH3:16])[CH2:11][CH2:10]1)[CH2:19][C:20]1[CH:25]=[CH:24][CH:23]=[CH:22][CH:21]=1. The yield is 0.130. (4) The reactants are [CH3:1][O:2][C:3]1[CH:9]=[CH:8][C:6]([NH2:7])=[CH:5][CH:4]=1.[N+:10]([C:13]1[CH:21]=[CH:20][C:19]([CH3:22])=[CH:18][C:14]=1[C:15](O)=[O:16])([O-:12])=[O:11].Cl.CN(C)CCCN=C=NCC. The catalyst is CN(C)C=O. The product is [CH3:1][O:2][C:3]1[CH:9]=[CH:8][C:6]([NH:7][C:15](=[O:16])[C:14]2[CH:18]=[C:19]([CH3:22])[CH:20]=[CH:21][C:13]=2[N+:10]([O-:12])=[O:11])=[CH:5][CH:4]=1. The yield is 0.500.